Dataset: Reaction yield outcomes from USPTO patents with 853,638 reactions. Task: Predict the reaction yield, written as a fraction of the theoretical maximum amount of product (1.0 means a 100% yield; for example, 0.34 means a 34% yield). (1) The reactants are Cl[C:2]1[N:7]=[C:6]([C:8]2[N:12]3[CH:13]=[CH:14][CH:15]=[CH:16][C:11]3=[N:10][CH:9]=2)[C:5]([CH3:17])=[CH:4][N:3]=1.[NH2:18][C:19]1[CH:24]=[CH:23][C:22]([N:25]2[CH2:30][CH2:29][N:28]([CH:31]([CH2:34][OH:35])[CH2:32][OH:33])[CH2:27][CH2:26]2)=[CH:21][C:20]=1[O:36][CH3:37].O.CC1C=CC(S(O)(=O)=O)=CC=1. The catalyst is CC(O)CCC. The product is [N:10]1[CH:9]=[C:8]([C:6]2[C:5]([CH3:17])=[CH:4][N:3]=[C:2]([NH:18][C:19]3[CH:24]=[CH:23][C:22]([N:25]4[CH2:30][CH2:29][N:28]([CH:31]([CH2:34][OH:35])[CH2:32][OH:33])[CH2:27][CH2:26]4)=[CH:21][C:20]=3[O:36][CH3:37])[N:7]=2)[N:12]2[CH:13]=[CH:14][CH:15]=[CH:16][C:11]=12. The yield is 0.570. (2) The reactants are C[Si](C)(C)N[Si](C)(C)C.C([Li])CCC.[C:15]([N:23]1[CH:27]([CH3:28])[C:26](=[O:29])[O:25][CH:24]1[C:30]1[CH:35]=[CH:34][CH:33]=[CH:32][CH:31]=1)(=[O:22])[C:16]1[CH:21]=[CH:20][CH:19]=[CH:18][CH:17]=1.Br[CH2:37][N:38]1[C:42](=[O:43])[C:41]2=[CH:44][CH:45]=[CH:46][CH:47]=[C:40]2[C:39]1=[O:48]. The catalyst is C1COCC1. The product is [C:15]([N:23]1[C:27]([CH2:37][N:38]2[C:42](=[O:43])[C:41]3[C:40](=[CH:47][CH:46]=[CH:45][CH:44]=3)[C:39]2=[O:48])([CH3:28])[C:26](=[O:29])[O:25][CH:24]1[C:30]1[CH:35]=[CH:34][CH:33]=[CH:32][CH:31]=1)(=[O:22])[C:16]1[CH:17]=[CH:18][CH:19]=[CH:20][CH:21]=1. The yield is 0.740. (3) The reactants are NC1C=CC=CC=1.N([O-])=O.[Na+].N(O)=O.[CH3:15][O:16][C:17]1[CH:22]=[CH:21][CH:20]=[C:19]([NH2:23])[CH:18]=1.[Cl-:24].[C:25]1([N+:31]#[N:32])[CH:30]=[CH:29][CH:28]=[CH:27][CH:26]=1. The catalyst is Cl. The product is [Cl-:24].[CH3:15][O:16][C:17]1[CH:18]=[C:19]([NH3+:23])[CH:20]=[CH:21][C:22]=1/[N:32]=[N:31]/[C:25]1[CH:30]=[CH:29][CH:28]=[CH:27][CH:26]=1. The yield is 0.860. (4) The reactants are [CH3:1][O:2][C:3]1[CH:4]=[C:5]([CH:8]=[CH:9][CH:10]=1)[CH2:6]Br.[H-].[Na+].[F:13][C:14]([F:23])([F:22])[CH2:15][CH2:16][CH:17]([C:20]#[N:21])[C:18]#[N:19]. The catalyst is CN(C)C=O. The product is [CH3:1][O:2][C:3]1[CH:4]=[C:5]([CH:8]=[CH:9][CH:10]=1)[CH2:6][C:17]([CH2:16][CH2:15][C:14]([F:13])([F:22])[F:23])([C:18]#[N:19])[C:20]#[N:21]. The yield is 0.330. (5) The reactants are [H-].[Al+3].[Li+].[H-].[H-].[H-].[F:7][C:8]1[CH:9]=[C:10]([CH:14]=[C:15]([C:17]2[CH:22]=[CH:21][C:20]([O:23][CH3:24])=[CH:19][N:18]=2)[CH:16]=1)[C:11](O)=[O:12].C1COCC1. No catalyst specified. The product is [F:7][C:8]1[CH:9]=[C:10]([CH2:11][OH:12])[CH:14]=[C:15]([C:17]2[CH:22]=[CH:21][C:20]([O:23][CH3:24])=[CH:19][N:18]=2)[CH:16]=1. The yield is 0.960. (6) The reactants are [N:1]1([C:7]2[CH:13]=[CH:12][C:10]([NH2:11])=[CH:9][CH:8]=2)[CH2:6][CH2:5][O:4][CH2:3][CH2:2]1.[N:14]([O-])=O.[Na+].C([O-])(=O)C.[Na+].[C:23]([CH2:26][C:27](=[O:29])[CH3:28])(=[O:25])[CH3:24]. The catalyst is C(O)(=O)C.Cl.O.C(O)C. The product is [N:1]1([C:7]2[CH:13]=[CH:12][C:10]([NH:11][N:14]=[C:26]([C:27](=[O:29])[CH3:28])[C:23](=[O:25])[CH3:24])=[CH:9][CH:8]=2)[CH2:2][CH2:3][O:4][CH2:5][CH2:6]1. The yield is 0.550.